From a dataset of Forward reaction prediction with 1.9M reactions from USPTO patents (1976-2016). Predict the product of the given reaction. Given the reactants [CH3:1][O:2][C:3]([C:5]1[S:6][C:7]([C:19]#[C:20][C:21]([CH3:24])([CH3:23])[CH3:22])=[CH:8][C:9]=1[NH:10][CH2:11][CH2:12][P:13]([O:16][CH2:17][CH3:18])([CH3:15])=[O:14])=[O:4].[CH3:25][CH:26]1[CH2:31][CH2:30][CH:29]([C:32](Cl)=[O:33])[CH2:28][CH2:27]1, predict the reaction product. The product is: [CH3:1][O:2][C:3]([C:5]1[S:6][C:7]([C:19]#[C:20][C:21]([CH3:23])([CH3:22])[CH3:24])=[CH:8][C:9]=1[N:10]([CH2:11][CH2:12][P:13]([O:16][CH2:17][CH3:18])([CH3:15])=[O:14])[C:32]([CH:29]1[CH2:30][CH2:31][CH:26]([CH3:25])[CH2:27][CH2:28]1)=[O:33])=[O:4].